From a dataset of Catalyst prediction with 721,799 reactions and 888 catalyst types from USPTO. Predict which catalyst facilitates the given reaction. (1) Reactant: [CH3:1][O:2][C:3]([C:5]1[CH:14]=[C:13]([OH:15])[C:12]2[C:7](=[C:8]([O:17][CH2:18][C:19]3[CH:24]=[CH:23][CH:22]=[CH:21][CH:20]=3)[CH:9]=[C:10](Br)[CH:11]=2)[N:6]=1)=[O:4].P([O-])([O-])([O-])=O.[K+].[K+].[K+].[CH3:33][O:34][C:35]1[CH:40]=[CH:39][C:38](B(O)O)=[CH:37][CH:36]=1.O. Product: [CH3:1][O:2][C:3]([C:5]1[CH:14]=[C:13]([OH:15])[C:12]2[C:7](=[C:8]([O:17][CH2:18][C:19]3[CH:24]=[CH:23][CH:22]=[CH:21][CH:20]=3)[CH:9]=[C:10]([C:38]3[CH:39]=[CH:40][C:35]([O:34][CH3:33])=[CH:36][CH:37]=3)[CH:11]=2)[N:6]=1)=[O:4]. The catalyst class is: 9. (2) Reactant: [F:1][C:2]1[CH:25]=[CH:24][C:5]([CH2:6][O:7][C:8]2[CH:17]=[C:16]3[C:11]([CH:12]=[C:13]([C:18](N(OC)C)=[O:19])[CH:14]=[N:15]3)=[CH:10][CH:9]=2)=[CH:4][CH:3]=1.F[C:27]1C=CC(COC2C=C3C(C=C(C(Cl)=O)C=N3)=CC=2)=CC=1.Cl.CNOC.CCN(C(C)C)C(C)C. Product: [F:1][C:2]1[CH:3]=[CH:4][C:5]([CH2:6][O:7][C:8]2[CH:17]=[C:16]3[C:11]([CH:12]=[C:13]([C:18](=[O:19])[CH3:27])[CH:14]=[N:15]3)=[CH:10][CH:9]=2)=[CH:24][CH:25]=1. The catalyst class is: 2. (3) Reactant: Cl.[NH2:2][CH:3]([C:15]1[CH:20]=[CH:19][C:18]([C:21]2[CH:26]=[CH:25][CH:24]=[CH:23][CH:22]=2)=[CH:17][CH:16]=1)[C:4]([NH:6][CH2:7][C:8]1[CH:13]=[CH:12][CH:11]=[C:10]([CH3:14])[CH:9]=1)=[O:5].[CH2:27]([O:29][C:30]([CH2:32][C@@H:33]([CH2:37][CH2:38][CH2:39][CH3:40])[C:34](O)=[O:35])=[O:31])[CH3:28].C(Cl)CCl.C1C=CC2N(O)N=NC=2C=1.CN1CCOCC1. Product: [CH3:14][C:10]1[CH:9]=[C:8]([CH2:7][NH:6][C:4]([CH:3]([C:15]2[CH:16]=[CH:17][C:18]([C:21]3[CH:26]=[CH:25][CH:24]=[CH:23][CH:22]=3)=[CH:19][CH:20]=2)[NH:2][C:34]([C@H:33]([CH2:37][CH2:38][CH2:39][CH3:40])[CH2:32][C:30]([O:29][CH2:27][CH3:28])=[O:31])=[O:35])=[O:5])[CH:13]=[CH:12][CH:11]=1. The catalyst class is: 4. (4) Reactant: [CH3:1][S:2]([C:5]1[CH:10]=[CH:9][C:8]([C:11]2[CH:12]=[C:13]3[CH2:27][C:18]4([CH2:26][C:20]5([CH2:25][CH2:24][NH:23][CH2:22][CH2:21]5)[CH2:19]4)[O:17][C:14]3=[CH:15][N:16]=2)=[CH:7][CH:6]=1)(=[O:4])=[O:3].C([O-])([O-])=O.[K+].[K+].[CH3:34][C:35]1([O:38][CH2:37]1)[CH3:36]. Product: [OH:38][C:35]([CH3:37])([CH3:36])[CH2:34][N:23]1[CH2:22][CH2:21][C:20]2([CH2:26][C:18]3([O:17][C:14]4=[CH:15][N:16]=[C:11]([C:8]5[CH:9]=[CH:10][C:5]([S:2]([CH3:1])(=[O:4])=[O:3])=[CH:6][CH:7]=5)[CH:12]=[C:13]4[CH2:27]3)[CH2:19]2)[CH2:25][CH2:24]1. The catalyst class is: 5. (5) Reactant: [OH-].[Na+].[F:3][C:4]1[CH:9]=[CH:8][C:7]([C:10]2[O:28][C:13]3=[N:14][CH:15]=[C:16]([C:18]4[CH:19]=[C:20]([CH:25]=[CH:26][CH:27]=4)[C:21]([O:23]C)=[O:22])[CH:17]=[C:12]3[C:11]=2[C:29](=[O:32])[NH:30][CH3:31])=[CH:6][CH:5]=1. Product: [F:3][C:4]1[CH:9]=[CH:8][C:7]([C:10]2[O:28][C:13]3=[N:14][CH:15]=[C:16]([C:18]4[CH:19]=[C:20]([CH:25]=[CH:26][CH:27]=4)[C:21]([OH:23])=[O:22])[CH:17]=[C:12]3[C:11]=2[C:29](=[O:32])[NH:30][CH3:31])=[CH:6][CH:5]=1. The catalyst class is: 191. (6) Product: [NH2:1][C:4]1[CH:9]=[CH:8][C:7]([N:31]2[CH2:30][CH2:29][N:28]([C:21]([O:23][C:24]([CH3:27])([CH3:26])[CH3:25])=[O:22])[CH2:33][CH2:32]2)=[CH:6][C:5]=1[NH:11][S:12]([C:15]1[CH:20]=[CH:19][CH:18]=[CH:17][CH:16]=1)(=[O:14])=[O:13]. The catalyst class is: 3. Reactant: [N+:1]([C:4]1[C:9](F)=[CH:8][CH:7]=[CH:6][C:5]=1[NH:11][S:12]([C:15]1[CH:20]=[CH:19][CH:18]=[CH:17][CH:16]=1)(=[O:14])=[O:13])([O-])=O.[C:21]([N:28]1[CH2:33][CH2:32][NH:31][CH2:30][CH2:29]1)([O:23][C:24]([CH3:27])([CH3:26])[CH3:25])=[O:22].C([O-])([O-])=O.[K+].[K+]. (7) Reactant: [CH:1]1([CH2:7][NH:8][C:9](=[O:34])[C@@H:10]([CH:31]([CH3:33])[CH3:32])[NH:11][C:12]2[C:17]([F:18])=[CH:16][C:15](/[CH:19]=[CH:20]/[C:21](=[O:30])[NH:22][O:23]C3CCCCO3)=[CH:14][N:13]=2)[CH2:6][CH2:5][CH2:4][CH2:3][CH2:2]1.Cl. Product: [CH:1]1([CH2:7][NH:8][C:9](=[O:34])[C@@H:10]([CH:31]([CH3:32])[CH3:33])[NH:11][C:12]2[C:17]([F:18])=[CH:16][C:15](/[CH:19]=[CH:20]/[C:21]([NH:22][OH:23])=[O:30])=[CH:14][N:13]=2)[CH2:2][CH2:3][CH2:4][CH2:5][CH2:6]1. The catalyst class is: 14.